Dataset: NCI-60 drug combinations with 297,098 pairs across 59 cell lines. Task: Regression. Given two drug SMILES strings and cell line genomic features, predict the synergy score measuring deviation from expected non-interaction effect. (1) Drug 1: CC(CN1CC(=O)NC(=O)C1)N2CC(=O)NC(=O)C2. Drug 2: CC1=CC=C(C=C1)C2=CC(=NN2C3=CC=C(C=C3)S(=O)(=O)N)C(F)(F)F. Cell line: UACC62. Synergy scores: CSS=14.4, Synergy_ZIP=-4.34, Synergy_Bliss=-1.09, Synergy_Loewe=-3.00, Synergy_HSA=-2.01. (2) Drug 1: C(=O)(N)NO. Drug 2: CCCCCOC(=O)NC1=NC(=O)N(C=C1F)C2C(C(C(O2)C)O)O. Cell line: ACHN. Synergy scores: CSS=0.771, Synergy_ZIP=-1.38, Synergy_Bliss=-4.77, Synergy_Loewe=-5.90, Synergy_HSA=-6.70.